Dataset: Catalyst prediction with 721,799 reactions and 888 catalyst types from USPTO. Task: Predict which catalyst facilitates the given reaction. (1) Reactant: O.C1(C)C=CC(S(O)(=O)=O)=CC=1.Cl[C:14]1[CH:19]=[CH:18][N:17]=[CH:16][C:15]=1[F:20].[Br:21][C:22]1[CH:23]=[N:24][NH:25][CH:26]=1.C(=O)(O)[O-].[Na+]. Product: [Br:21][C:22]1[CH:23]=[N:24][N:25]([C:14]2[CH:19]=[CH:18][N:17]=[CH:16][C:15]=2[F:20])[CH:26]=1. The catalyst class is: 41. (2) Reactant: [Cl:1][C:2]1[CH:3]=[N:4][CH:5]=[C:6]([Cl:11])[C:7]=1[C@@H:8]([OH:10])[CH3:9].C(N(CC)CC)C.[CH3:19][S:20](Cl)(=[O:22])=[O:21]. Product: [CH3:19][S:20]([O:10][C@H:8]([C:7]1[C:2]([Cl:1])=[CH:3][N:4]=[CH:5][C:6]=1[Cl:11])[CH3:9])(=[O:22])=[O:21]. The catalyst class is: 4.